Dataset: Full USPTO retrosynthesis dataset with 1.9M reactions from patents (1976-2016). Task: Predict the reactants needed to synthesize the given product. (1) Given the product [Br:9][C:10]1[CH:15]=[CH:14][C:13]([S:16]([NH:8][CH:4]2[CH2:7][CH2:6][CH2:5]2)(=[O:18])=[O:17])=[CH:12][CH:11]=1, predict the reactants needed to synthesize it. The reactants are: C(Cl)Cl.[CH:4]1([NH2:8])[CH2:7][CH2:6][CH2:5]1.[Br:9][C:10]1[CH:15]=[CH:14][C:13]([S:16](Cl)(=[O:18])=[O:17])=[CH:12][CH:11]=1. (2) Given the product [C:12]([O:11][C:9]([N:16]1[C:24]2[C:19](=[CH:20][CH:21]=[CH:22][CH:23]=2)[C:18]([CH:25]=[O:26])=[CH:17]1)=[O:10])([CH3:13])([CH3:14])[CH3:15], predict the reactants needed to synthesize it. The reactants are: [C:12]([O:11][C:9](O[C:9]([O:11][C:12]([CH3:15])([CH3:14])[CH3:13])=[O:10])=[O:10])([CH3:15])([CH3:14])[CH3:13].[NH:16]1[C:24]2[C:19](=[CH:20][CH:21]=[CH:22][CH:23]=2)[C:18]([CH:25]=[O:26])=[CH:17]1.C1COCC1.[Cl-].[NH4+]. (3) Given the product [Cl:27][C:28]1[CH:29]=[C:30]([NH:31][C:2]2[N:7]=[C:6]([C:8]3[C:9]([Cl:14])=[N:10][CH:11]=[CH:12][CH:13]=3)[CH:5]=[CH:4][N:3]=2)[CH:32]=[CH:33][CH:34]=1, predict the reactants needed to synthesize it. The reactants are: Cl[C:2]1[N:7]=[C:6]([C:8]2[C:9]([Cl:14])=[N:10][CH:11]=[CH:12][CH:13]=2)[CH:5]=[CH:4][N:3]=1.O.C1(C)C=CC(S(O)(=O)=O)=CC=1.[Cl:27][C:28]1[CH:29]=[C:30]([CH:32]=[CH:33][CH:34]=1)[NH2:31]. (4) Given the product [C:24]12([CH2:34][C:35]([NH:19][C:15]3[CH:14]=[CH:13][CH:12]=[C:11]4[C:16]=3[CH:17]=[CH:18][N:9]([C:6]([CH3:7])([CH3:8])[CH2:5][OH:4])[C:10]4=[O:20])=[O:36])[CH2:31][CH:30]3[CH2:29][CH:28]([CH2:27][CH:26]([CH2:32]3)[CH2:25]1)[CH2:33]2, predict the reactants needed to synthesize it. The reactants are: C([O:4][CH2:5][C:6]([N:9]1[CH:18]=[CH:17][C:16]2[C:11](=[CH:12][CH:13]=[CH:14][C:15]=2[NH2:19])[C:10]1=[O:20])([CH3:8])[CH3:7])(=O)C.C(Cl)Cl.[C:24]12([CH2:34][C:35](O)=[O:36])[CH2:33][CH:28]3[CH2:29][CH:30]([CH2:32][CH:26]([CH2:27]3)[CH2:25]1)[CH2:31]2.F[P-](F)(F)(F)(F)F.C[N+](C)=C(N(C)C)ON1C2N=CC=CC=2N=N1.C(N(CC)C(C)C)(C)C.CO.C(=O)([O-])[O-].[K+].[K+]. (5) Given the product [C:1]([O:5][C:6](=[O:17])[NH:7][CH2:8][CH2:9][C:10]1[CH:15]=[CH:14][CH:13]=[C:12]([NH:16][C:6]([NH:7][C:19]23[CH2:20][CH:21]4[CH2:22][CH:12]([CH2:11][CH:10]([CH2:15]4)[CH2:9]2)[CH2:13]3)=[O:5])[CH:11]=1)([CH3:4])([CH3:2])[CH3:3], predict the reactants needed to synthesize it. The reactants are: [C:1]([O:5][C:6](=[O:17])[NH:7][CH2:8][CH2:9][C:10]1[CH:15]=[CH:14][CH:13]=[C:12]([NH2:16])[CH:11]=1)([CH3:4])([CH3:3])[CH3:2].O1[CH2:22][CH2:21][CH2:20][CH2:19]1. (6) Given the product [Cl:35][C:30]1[CH:29]=[C:28]([CH:33]=[CH:32][C:31]=1[Cl:34])[O:27][CH:24]1[CH2:23][CH2:22][N:21]([CH2:20][C@H:19]([OH:36])[CH2:18][NH:17][C:11]([C:4]2[C:5]3[C:10](=[CH:9][CH:8]=[CH:7][CH:6]=3)[C:1]([C:14]([OH:16])=[O:15])=[CH:2][CH:3]=2)=[O:13])[CH2:26][CH2:25]1, predict the reactants needed to synthesize it. The reactants are: [C:1]1([C:14]([OH:16])=[O:15])[C:10]2[C:5](=[CH:6][CH:7]=[CH:8][CH:9]=2)[C:4]([C:11]([OH:13])=O)=[CH:3][CH:2]=1.[NH2:17][CH2:18][C@@H:19]([OH:36])[CH2:20][N:21]1[CH2:26][CH2:25][CH:24]([O:27][C:28]2[CH:33]=[CH:32][C:31]([Cl:34])=[C:30]([Cl:35])[CH:29]=2)[CH2:23][CH2:22]1.C(N(CC)CC)C.C1CN([P+](Br)(N2CCCC2)N2CCCC2)CC1.F[P-](F)(F)(F)(F)F. (7) Given the product [Cl:1][C:2]1[N:7]=[N:6][C:5]([NH:8][S:9]([CH2:12][C:13]2[CH:18]=[CH:17][CH:16]=[C:15]([Cl:22])[CH:14]=2)(=[O:11])=[O:10])=[C:4]([OH:21])[CH:3]=1, predict the reactants needed to synthesize it. The reactants are: [Cl:1][C:2]1[N:7]=[N:6][C:5]([NH:8][S:9]([CH2:12][C:13]2[CH:18]=[CH:17][C:16](F)=[C:15](F)[CH:14]=2)(=[O:11])=[O:10])=[C:4]([OH:21])[CH:3]=1.[Cl:22]C1C=C(CS(Cl)(=O)=O)C=CC=1.FC1C=C(CS(Cl)(=O)=O)C=CC=1F. (8) Given the product [Cl:35][CH2:2][CH2:1][C:7]([N:9]1[C:17]2[C:12](=[CH:13][C:14]([S:18]([NH2:21])(=[O:20])=[O:19])=[CH:15][CH:16]=2)[CH2:11][CH2:10]1)=[O:8], predict the reactants needed to synthesize it. The reactants are: [CH:1]1([C:7]([N:9]2[C:17]3[C:12](=[CH:13][C:14]([S:18]([NH2:21])(=[O:20])=[O:19])=[CH:15][CH:16]=3)[CH2:11][CH2:10]2)=[O:8])CCCC[CH2:2]1.N1C2C(=CC(S(N)(=O)=O)=CC=2)CC1.[Cl:35]CCC(Cl)=O.